This data is from NCI-60 drug combinations with 297,098 pairs across 59 cell lines. The task is: Regression. Given two drug SMILES strings and cell line genomic features, predict the synergy score measuring deviation from expected non-interaction effect. Drug 1: CC1C(C(CC(O1)OC2CC(CC3=C2C(=C4C(=C3O)C(=O)C5=C(C4=O)C(=CC=C5)OC)O)(C(=O)C)O)N)O.Cl. Drug 2: CCC1=C2CN3C(=CC4=C(C3=O)COC(=O)C4(CC)O)C2=NC5=C1C=C(C=C5)O. Cell line: U251. Synergy scores: CSS=57.0, Synergy_ZIP=-1.95, Synergy_Bliss=-2.25, Synergy_Loewe=-3.33, Synergy_HSA=1.62.